Task: Predict the reactants needed to synthesize the given product.. Dataset: Full USPTO retrosynthesis dataset with 1.9M reactions from patents (1976-2016) (1) Given the product [Cl:6][C:7]1[CH:8]=[CH:9][C:10]2[O:14][C:13]([CH2:15][OH:16])=[CH:12][C:11]=2[CH:18]=1, predict the reactants needed to synthesize it. The reactants are: O1CCCC1.[Cl:6][C:7]1[CH:8]=[CH:9][C:10]2[O:14][C:13]([C:15](O)=[O:16])=[CH:12][C:11]=2[CH:18]=1.B.O1CCCC1. (2) Given the product [C:17]([O:23][CH2:25][CH3:26])(=[O:22])[CH2:18][C:19]([O:21][CH2:1][CH3:2])=[O:20], predict the reactants needed to synthesize it. The reactants are: [CH:1]1C(C(C2C=CC(F)=CC=2)=O)=CC=C(F)[CH:2]=1.[C:17]([O-:23])(=[O:22])[CH2:18][C:19]([O-:21])=[O:20].N1C=CC=[CH:26][CH:25]=1. (3) Given the product [CH:10]([O:9][CH2:8][CH2:7][CH2:14][CH2:15][OH:16])=[CH2:11].[CH:1]([O:3][CH2:4][CH2:5][O:6][CH2:7][CH2:8][O:9][CH2:10][CH3:11])=[CH2:2], predict the reactants needed to synthesize it. The reactants are: [CH:1]([O:3][CH2:4][CH2:5][O:6][CH2:7][CH2:8][O:9][CH2:10][CH3:11])=[CH2:2].N(C(C)(C)C(OC)=O)=N[C:14](C)(C)[C:15](OC)=[O:16]. (4) Given the product [CH2:1]([O:3][C:4](=[O:30])[C:5]([C:8]1[CH:9]=[C:10]([C:16]2[CH:21]=[CH:20][C:19]([C:22]([F:24])([F:25])[F:23])=[CH:18][C:17]=2[CH2:26][N:27]([C:32]([O:34][CH2:35][C:36]2[CH:41]=[CH:40][CH:39]=[CH:38][CH:37]=2)=[O:33])[CH2:28][CH3:29])[C:11]([O:14][CH3:15])=[CH:12][CH:13]=1)([CH3:7])[CH3:6])[CH3:2], predict the reactants needed to synthesize it. The reactants are: [CH2:1]([O:3][C:4](=[O:30])[C:5]([C:8]1[CH:9]=[C:10]([C:16]2[CH:21]=[CH:20][C:19]([C:22]([F:25])([F:24])[F:23])=[CH:18][C:17]=2[CH2:26][NH:27][CH2:28][CH3:29])[C:11]([O:14][CH3:15])=[CH:12][CH:13]=1)([CH3:7])[CH3:6])[CH3:2].Cl[C:32]([O:34][CH2:35][C:36]1[CH:41]=[CH:40][CH:39]=[CH:38][CH:37]=1)=[O:33].